From a dataset of Full USPTO retrosynthesis dataset with 1.9M reactions from patents (1976-2016). Predict the reactants needed to synthesize the given product. (1) Given the product [CH:1]1([N:4]2[C:8]([C:9]([N:11]3[CH2:16][CH2:15][CH:14]([N:17]4[CH2:21][CH2:20][CH2:19][CH2:18]4)[CH2:13][CH2:12]3)=[O:10])=[C:7]([C:37]3[CH:38]=[N:33][CH:34]=[N:35][CH:36]=3)[N:6]=[C:5]2[C:23]2[CH:28]=[CH:27][CH:26]=[C:25]([C:29]([F:32])([F:31])[F:30])[CH:24]=2)[CH2:3][CH2:2]1, predict the reactants needed to synthesize it. The reactants are: [CH:1]1([N:4]2[C:8]([C:9]([N:11]3[CH2:16][CH2:15][CH:14]([N:17]4[CH2:21][CH2:20][CH2:19][CH2:18]4)[CH2:13][CH2:12]3)=[O:10])=[C:7](I)[N:6]=[C:5]2[C:23]2[CH:28]=[CH:27][CH:26]=[C:25]([C:29]([F:32])([F:31])[F:30])[CH:24]=2)[CH2:3][CH2:2]1.[N:33]1[CH:38]=[C:37](B(O)O)[CH:36]=[N:35][CH:34]=1. (2) Given the product [O:2]=[C:3]1[N:14]2[CH2:13][C@H:12]([C:15]([O:17][CH3:18])=[O:16])[CH2:11][CH2:10][C@H:9]2[CH:8]=[CH:7][C:6]2[CH:19]=[CH:20][CH:21]=[CH:22][C:5]1=2, predict the reactants needed to synthesize it. The reactants are: C[O:2][C:3]([C:5]1[CH:22]=[CH:21][CH:20]=[CH:19][C:6]=1/[CH:7]=[CH:8]/[C@H:9]1[NH:14][CH2:13][C@@H:12]([C:15]([O:17][CH3:18])=[O:16])[CH2:11][CH2:10]1)=O.C[Al](C)C. (3) Given the product [CH3:5][CH:3]([C:2](=[O:1])[CH2:6][CH2:7][C@H:8]([C@@H:10]1[C@:27]2([CH3:28])[C@H:13]([C@H:14]3[C@H:24]([CH2:25][CH2:26]2)[C@:22]2([CH3:23])[C:17](=[CH:18][C:19](=[O:29])[CH2:20][CH2:21]2)[CH:16]=[CH:15]3)[CH2:12][CH2:11]1)[CH3:9])[CH3:4], predict the reactants needed to synthesize it. The reactants are: [O:1]1[C:3]([CH3:5])([CH3:4])[CH:2]1[CH2:6][CH2:7][C@H:8]([C@@H:10]1[C@:27]2([CH3:28])[C@H:13]([C@H:14]3[C@H:24]([CH2:25][CH2:26]2)[C@:22]2([CH3:23])[C:17](=[CH:18][C:19](=[O:29])[CH2:20][CH2:21]2)[CH:16]=[CH:15]3)[CH2:12][CH2:11]1)[CH3:9].